Dataset: Peptide-MHC class I binding affinity with 185,985 pairs from IEDB/IMGT. Task: Regression. Given a peptide amino acid sequence and an MHC pseudo amino acid sequence, predict their binding affinity value. This is MHC class I binding data. (1) The peptide sequence is IEVKFHPIL. The MHC is HLA-A02:06 with pseudo-sequence HLA-A02:06. The binding affinity (normalized) is 0.0847. (2) The peptide sequence is RFNAIWFNH. The MHC is HLA-A29:02 with pseudo-sequence HLA-A29:02. The binding affinity (normalized) is 0.0847. (3) The peptide sequence is FADINGKLY. The MHC is HLA-A02:01 with pseudo-sequence HLA-A02:01. The binding affinity (normalized) is 0.0847. (4) The peptide sequence is ETFGFEIQSY. The MHC is HLA-B27:05 with pseudo-sequence HLA-B27:05. The binding affinity (normalized) is 0. (5) The peptide sequence is NITDKINQI. The MHC is HLA-A02:01 with pseudo-sequence HLA-A02:01. The binding affinity (normalized) is 0.0125.